This data is from NCI-60 drug combinations with 297,098 pairs across 59 cell lines. The task is: Regression. Given two drug SMILES strings and cell line genomic features, predict the synergy score measuring deviation from expected non-interaction effect. (1) Drug 1: CC1=C(C(=CC=C1)Cl)NC(=O)C2=CN=C(S2)NC3=CC(=NC(=N3)C)N4CCN(CC4)CCO. Drug 2: C1=CC=C(C(=C1)C(C2=CC=C(C=C2)Cl)C(Cl)Cl)Cl. Cell line: NCI-H522. Synergy scores: CSS=2.83, Synergy_ZIP=-0.885, Synergy_Bliss=0.304, Synergy_Loewe=-0.661, Synergy_HSA=0.134. (2) Drug 1: CN1C(=O)N2C=NC(=C2N=N1)C(=O)N. Drug 2: CN(CCCl)CCCl.Cl. Cell line: MCF7. Synergy scores: CSS=13.6, Synergy_ZIP=-3.50, Synergy_Bliss=0.348, Synergy_Loewe=-18.6, Synergy_HSA=-4.22. (3) Drug 1: CN(C(=O)NC(C=O)C(C(C(CO)O)O)O)N=O. Drug 2: CC(C)NC(=O)C1=CC=C(C=C1)CNNC.Cl. Cell line: U251. Synergy scores: CSS=-3.07, Synergy_ZIP=-1.51, Synergy_Bliss=-5.75, Synergy_Loewe=-14.5, Synergy_HSA=-8.81. (4) Drug 1: CC(CN1CC(=O)NC(=O)C1)N2CC(=O)NC(=O)C2. Drug 2: C1=CC(=CC=C1C#N)C(C2=CC=C(C=C2)C#N)N3C=NC=N3. Cell line: NCI/ADR-RES. Synergy scores: CSS=5.67, Synergy_ZIP=-0.534, Synergy_Bliss=0.657, Synergy_Loewe=0.191, Synergy_HSA=0.0724. (5) Drug 1: COC1=CC(=CC(=C1O)OC)C2C3C(COC3=O)C(C4=CC5=C(C=C24)OCO5)OC6C(C(C7C(O6)COC(O7)C8=CC=CS8)O)O. Drug 2: B(C(CC(C)C)NC(=O)C(CC1=CC=CC=C1)NC(=O)C2=NC=CN=C2)(O)O. Cell line: HCT-15. Synergy scores: CSS=43.4, Synergy_ZIP=-1.57, Synergy_Bliss=-4.68, Synergy_Loewe=-4.00, Synergy_HSA=-4.13.